This data is from Forward reaction prediction with 1.9M reactions from USPTO patents (1976-2016). The task is: Predict the product of the given reaction. (1) Given the reactants [OH:1][C:2]1[CH:11]=[C:10]2[C:5]([C:6]([O:12][C:13]3[C:14]([CH3:23])=[N:15][C:16]4[C:21]([CH:22]=3)=[CH:20][CH:19]=[CH:18][N:17]=4)=[CH:7][CH:8]=[N:9]2)=[CH:4][C:3]=1[O:24][CH3:25].C(=O)([O-])[O-].[K+].[K+].Br[CH2:33][CH2:34][CH2:35][CH2:36][OH:37], predict the reaction product. The product is: [CH3:25][O:24][C:3]1[CH:4]=[C:5]2[C:10](=[CH:11][C:2]=1[O:1][CH2:33][CH2:34][CH2:35][CH2:36][OH:37])[N:9]=[CH:8][CH:7]=[C:6]2[O:12][C:13]1[C:14]([CH3:23])=[N:15][C:16]2[C:21]([CH:22]=1)=[CH:20][CH:19]=[CH:18][N:17]=2. (2) Given the reactants C(O[C:6]([N:8]1[CH2:12][C:11](=[N:13][O:14][CH3:15])[CH2:10][C@H:9]1[C:16]([OH:18])=O)=[O:7])(C)(C)C.[O:19]([C:26]1[CH:34]=[CH:33][CH:32]=[CH:31][C:27]=1C(O)=O)[C:20]1[CH:25]=[CH:24][CH:23]=[CH:22][CH:21]=1.[NH2:35][CH2:36][CH:37]([C:39]1[CH:44]=[CH:43][CH:42]=[CH:41][CH:40]=1)[OH:38], predict the reaction product. The product is: [OH:38][CH:37]([C:39]1[CH:44]=[CH:43][CH:42]=[CH:41][CH:40]=1)[CH2:36][NH:35][C:16]([C@@H:9]1[CH2:10][C:11](=[N:13][O:14][CH3:15])[CH2:12][N:8]1[C:6](=[O:7])[C:34]1[CH:33]=[CH:32][CH:31]=[CH:27][C:26]=1[O:19][C:20]1[CH:21]=[CH:22][CH:23]=[CH:24][CH:25]=1)=[O:18]. (3) Given the reactants [Cl:1][C:2]1[CH:11]=[C:10]2[C:5]([C:6]([OH:27])=[C:7]([C:16]([NH:18][CH2:19][C:20]([O:22]C(C)(C)C)=[O:21])=[O:17])[C:8](=[O:15])[C:9]2([CH2:13][CH3:14])[CH3:12])=[CH:4][CH:3]=1.C(O)(C(F)(F)F)=O, predict the reaction product. The product is: [Cl:1][C:2]1[CH:11]=[C:10]2[C:5]([C:6]([OH:27])=[C:7]([C:16]([NH:18][CH2:19][C:20]([OH:22])=[O:21])=[O:17])[C:8](=[O:15])[C:9]2([CH2:13][CH3:14])[CH3:12])=[CH:4][CH:3]=1. (4) Given the reactants [F:1][C:2]1[CH:3]=[C:4]([C:8]2[N:17]=[C:11]3[CH:12]=[C:13]([NH2:16])[CH:14]=[CH:15][N:10]3[N:9]=2)[CH:5]=[CH:6][CH:7]=1.[CH2:18]([O:20][C:21]([C:23]1[CH:24]=[N:25][N:26]([CH3:31])[C:27]=1[C:28](O)=[O:29])=[O:22])[CH3:19], predict the reaction product. The product is: [CH2:18]([O:20][C:21]([C:23]1[CH:24]=[N:25][N:26]([CH3:31])[C:27]=1[C:28](=[O:29])[NH:16][C:13]1[CH:14]=[CH:15][N:10]2[N:9]=[C:8]([C:4]3[CH:5]=[CH:6][CH:7]=[C:2]([F:1])[CH:3]=3)[N:17]=[C:11]2[CH:12]=1)=[O:22])[CH3:19]. (5) Given the reactants [CH3:1][CH2:2][SH:3].CCN(C(C)C)C(C)C.[Cl:13][C:14]1[C:22]([C:23]#[N:24])=[CH:21][C:17]([C:18](Cl)=[O:19])=[C:16]([CH3:25])[N:15]=1, predict the reaction product. The product is: [Cl:13][C:14]1[N:15]=[C:16]([CH3:25])[C:17]([C:18](=[O:19])[S:3][CH2:2][CH3:1])=[CH:21][C:22]=1[C:23]#[N:24]. (6) The product is: [CH3:1][O:2][C:3]1[CH:16]=[CH:15][C:6]([CH2:7][S:8](/[CH:11]=[CH:12]/[C:23]2[C:26]([O:32][CH3:33])=[CH:27][C:28]([O:30][CH3:31])=[CH:29][C:22]=2[O:21][CH3:20])(=[O:10])=[O:9])=[CH:5][C:4]=1[N+:17]([O-:19])=[O:18]. Given the reactants [CH3:1][O:2][C:3]1[CH:16]=[CH:15][C:6]([CH2:7][S:8]([CH2:11][C:12](O)=O)(=[O:10])=[O:9])=[CH:5][C:4]=1[N+:17]([O-:19])=[O:18].[CH3:20][O:21][C:22]1[CH:29]=[C:28]([O:30][CH3:31])[CH:27]=[C:26]([O:32][CH3:33])[C:23]=1C=O.C(N)C1C=CC=CC=1, predict the reaction product. (7) Given the reactants C1(C(C2C=CC=CC=2)[N:8]2[CH2:11][CH:10]([CH2:12][S:13]([C:16]3[CH:21]=[CH:20][CH:19]=[CH:18][C:17]=3[F:22])(=[O:15])=[O:14])[CH2:9]2)C=CC=CC=1.[H][H].[ClH:31], predict the reaction product. The product is: [ClH:31].[F:22][C:17]1[CH:18]=[CH:19][CH:20]=[CH:21][C:16]=1[S:13]([CH2:12][CH:10]1[CH2:11][NH:8][CH2:9]1)(=[O:14])=[O:15]. (8) Given the reactants [H-].[Na+].[Cl:3][C:4]1[N:9]=[C:8]([C:10]([O:12][CH3:13])=[O:11])[CH:7]=[C:6](Cl)[N:5]=1.[C:15]([O:19][C@@H:20]([C@H:22]1[CH2:26][O:25][C:24](=[O:27])[NH:23]1)[CH3:21])([CH3:18])([CH3:17])[CH3:16], predict the reaction product. The product is: [C:15]([O:19][C@@H:20]([C@H:22]1[CH2:26][O:25][C:24](=[O:27])[N:23]1[C:6]1[N:5]=[C:4]([Cl:3])[N:9]=[C:8]([C:10]([O:12][CH3:13])=[O:11])[CH:7]=1)[CH3:21])([CH3:16])([CH3:17])[CH3:18]. (9) Given the reactants [CH3:1][O:2][C:3]1[C:4]([C:10]([O:12]C)=O)=[N:5][CH:6]=[C:7]([CH3:9])[N:8]=1.[NH3:14], predict the reaction product. The product is: [CH3:1][O:2][C:3]1[C:4]([C:10]([NH2:14])=[O:12])=[N:5][CH:6]=[C:7]([CH3:9])[N:8]=1. (10) Given the reactants [F:1][C:2]1[CH:3]=[C:4]([CH:8]=[CH:9][C:10]=1[F:11])[C:5]([OH:7])=O.[NH2:12][C@@H:13]1[CH2:18][CH2:17][C@H:16]([NH:19][C:20]2[N:29]=[C:28]([N:30]([CH3:32])[CH3:31])[C:27]3[CH2:26][CH2:25][CH2:24][CH2:23][C:22]=3[N:21]=2)[CH2:15][CH2:14]1.C1C=CC2N(O)N=NC=2C=1.O.CCN=C=NCCCN(C)C.[ClH:55], predict the reaction product. The product is: [ClH:55].[CH3:31][N:30]([CH3:32])[C:28]1[C:27]2[CH2:26][CH2:25][CH2:24][CH2:23][C:22]=2[N:21]=[C:20]([NH:19][C@@H:16]2[CH2:17][CH2:18][C@H:13]([NH:12][C:5](=[O:7])[C:4]3[CH:8]=[CH:9][C:10]([F:11])=[C:2]([F:1])[CH:3]=3)[CH2:14][CH2:15]2)[N:29]=1.